Dataset: Reaction yield outcomes from USPTO patents with 853,638 reactions. Task: Predict the reaction yield, written as a fraction of the theoretical maximum amount of product (1.0 means a 100% yield; for example, 0.34 means a 34% yield). (1) The yield is 0.860. The catalyst is ClCCl.CN(C)C=O. The reactants are [CH3:1][O:2][C:3]1[N:4]=[CH:5][C:6]([C:9]([OH:11])=O)=[N:7][CH:8]=1.C(Cl)(=O)C([Cl:15])=O. The product is [CH3:1][O:2][C:3]1[N:4]=[CH:5][C:6]([C:9]([Cl:15])=[O:11])=[N:7][CH:8]=1. (2) The reactants are [C:1]([C:3]1[CH:17]=[CH:16][C:6]([O:7][C:8]2[CH:15]=[CH:14][C:11]([CH:12]=[O:13])=[CH:10][CH:9]=2)=[CH:5][CH:4]=1)#[N:2].CC(C)=[O:20]. The product is [C:1]([C:3]1[CH:17]=[CH:16][C:6]([O:7][C:8]2[CH:15]=[CH:14][C:11]([C:12]([OH:20])=[O:13])=[CH:10][CH:9]=2)=[CH:5][CH:4]=1)#[N:2]. No catalyst specified. The yield is 0.700. (3) The reactants are [Br:1][C:2]1[C:3]([OH:11])=[CH:4][C:5]([Cl:10])=[C:6]([CH:9]=1)[C:7]#[N:8].[CH2:12](Br)[CH:13]=[CH2:14].C([O-])([O-])=O.[K+].[K+]. The catalyst is CC(C)=O. The product is [CH2:14]([O:11][C:3]1[C:2]([Br:1])=[CH:9][C:6]([C:7]#[N:8])=[C:5]([Cl:10])[CH:4]=1)[CH:13]=[CH2:12]. The yield is 0.650. (4) The reactants are [N+:1]([C:4]1[CH:5]=[C:6]2[C:10](=[CH:11][CH:12]=1)[N:9]([CH2:13][C:14]1[CH:15]=[N:16][CH:17]=[CH:18][CH:19]=1)[CH:8]=[CH:7]2)([O-])=O.[Cl-].[NH4+]. The yield is 0.720. The catalyst is CO.O.[Fe]. The product is [NH2:1][C:4]1[CH:5]=[C:6]2[C:10](=[CH:11][CH:12]=1)[N:9]([CH2:13][C:14]1[CH:15]=[N:16][CH:17]=[CH:18][CH:19]=1)[CH:8]=[CH:7]2. (5) The reactants are [F:1][C:2]([F:16])([F:15])[C:3]1[CH:8]=[CH:7][C:6](/[CH:9]=[CH:10]/[CH:11]=[CH:12]/[CH2:13][OH:14])=[CH:5][CH:4]=1. The catalyst is [O-2].[O-2].[Mn+4]. The product is [F:1][C:2]([F:15])([F:16])[C:3]1[CH:4]=[CH:5][C:6](/[CH:9]=[CH:10]/[CH:11]=[CH:12]/[CH:13]=[O:14])=[CH:7][CH:8]=1. The yield is 0.920. (6) The yield is 0.310. The product is [N:12]1([C:9]2[CH:10]=[CH:11][C:6]([C:4](=[O:5])[CH2:3][CH:20]([C:25]3[CH:26]=[C:27]([Cl:32])[CH:28]=[C:29]([Cl:31])[CH:30]=3)[C:21]([F:24])([F:23])[F:22])=[CH:7][CH:8]=2)[CH:16]=[N:15][CH:14]=[N:13]1. The reactants are C[Si](C)(C)[O:3][C:4]([C:6]1[CH:11]=[CH:10][C:9]([N:12]2[CH:16]=[N:15][CH:14]=[N:13]2)=[CH:8][CH:7]=1)=[CH2:5].Br[CH:20]([C:25]1[CH:30]=[C:29]([Cl:31])[CH:28]=[C:27]([Cl:32])[CH:26]=1)[C:21]([F:24])([F:23])[F:22].N1C=CC=CC=1C1C=CC=CN=1. The catalyst is ClC1C=CC=CC=1Cl.Cl[Cu]. (7) The reactants are [CH3:1][O:2][C:3]1[CH:8]=[CH:7][C:6]([O:9][CH2:10][O:11][CH3:12])=[CH:5][N:4]=1.C[Li].CN([CH:18]=[O:19])C. The catalyst is C1COCC1.C(NC(C)C)(C)C. The product is [CH3:1][O:2][C:3]1[CH:8]=[C:7]([C:6]([O:9][CH2:10][O:11][CH3:12])=[CH:5][N:4]=1)[CH:18]=[O:19]. The yield is 0.957. (8) The product is [OH:3][CH:1]([C:4]1[CH:5]=[C:6]([C:21]([OH:23])=[O:22])[CH:7]=[C:8]2[C:13]=1[O:12][C:11]([N:14]1[CH2:19][CH2:18][O:17][CH2:16][CH2:15]1)=[CH:10][C:9]2=[O:20])[CH3:2]. The yield is 0.940. The reactants are [C:1]([C:4]1[CH:5]=[C:6]([C:21]([O:23]C)=[O:22])[CH:7]=[C:8]2[C:13]=1[O:12][C:11]([N:14]1[CH2:19][CH2:18][O:17][CH2:16][CH2:15]1)=[CH:10][C:9]2=[O:20])(=[O:3])[CH3:2].[BH4-].[Na+].[OH-].[Na+].Cl. The catalyst is CO.O.